From a dataset of Full USPTO retrosynthesis dataset with 1.9M reactions from patents (1976-2016). Predict the reactants needed to synthesize the given product. (1) Given the product [Cl:21][C:5]1[CH:6]=[C:7]([C:10]([NH:12][CH2:13][C:14]2[CH:19]=[CH:18][CH:17]=[C:16]([OH:20])[CH:15]=2)=[O:11])[CH:8]=[CH:9][C:4]=1[C:3]([OH:22])=[O:2].[Cl:21][C:5]1[CH:6]=[C:7]([C:10]([O-:11])=[O:23])[CH:8]=[CH:9][C:4]=1[C:3]([O:2][CH3:1])=[O:22], predict the reactants needed to synthesize it. The reactants are: [CH3:1][O:2][C:3](=[O:22])[C:4]1[CH:9]=[CH:8][C:7]([C:10]([NH:12][CH2:13][C:14]2[CH:19]=[CH:18][CH:17]=[C:16]([OH:20])[CH:15]=2)=[O:11])=[CH:6][C:5]=1[Cl:21].[OH-:23].[Na+].Cl. (2) Given the product [F:18][C:17]([F:19])([F:20])[C:8]1[CH:9]=[CH:10][C:11]([C:13]([F:14])([F:15])[F:16])=[CH:12][C:7]=1/[CH:6]=[CH:5]/[CH2:4][OH:3], predict the reactants needed to synthesize it. The reactants are: C([O:3][C:4](=O)/[CH:5]=[CH:6]/[C:7]1[CH:12]=[C:11]([C:13]([F:16])([F:15])[F:14])[CH:10]=[CH:9][C:8]=1[C:17]([F:20])([F:19])[F:18])C.[H-].C([Al+]CC(C)C)C(C)C.CO.O. (3) The reactants are: [Cl:1][C:2]1[C:7]([C:8]#[N:9])=[CH:6][N:5]=[C:4]2[S:10][C:11]([I:13])=[CH:12][C:3]=12.[NH2:14][C:15]1[CH:23]=[CH:22][CH:21]=[C:20]2[C:16]=1[CH:17]=[CH:18][NH:19]2. Given the product [ClH:1].[NH:19]1[C:20]2[C:16](=[C:15]([NH:14][C:2]3[C:7]([C:8]#[N:9])=[CH:6][N:5]=[C:4]4[S:10][C:11]([I:13])=[CH:12][C:3]=34)[CH:23]=[CH:22][CH:21]=2)[CH:17]=[CH:18]1, predict the reactants needed to synthesize it. (4) Given the product [C:25]([C@@H:20]([NH:19][C:17](=[O:18])[C@H:12]([N:9]1[CH:10]=[CH:11][C:7]([C:4]2[CH:5]=[CH:6][C:1]([C:31]3[CH:32]=[CH:33][CH:34]=[CH:35][CH:36]=3)=[CH:2][CH:3]=2)=[CH:8]1)[CH2:13][C:14]([OH:16])=[O:15])[CH2:21][CH:22]([CH3:24])[CH3:23])(=[O:30])[CH3:37], predict the reactants needed to synthesize it. The reactants are: [C:1]1([C:31]2[CH:36]=[CH:35][CH:34]=[CH:33][CH:32]=2)[CH:6]=[CH:5][C:4]([C:7]2[CH:11]=[CH:10][N:9]([C@@H:12]([C:17]([NH:19][C@H:20]([C:25](=[O:30])N(OC)C)[CH2:21][CH:22]([CH3:24])[CH3:23])=[O:18])[CH2:13][C:14]([OH:16])=[O:15])[CH:8]=2)=[CH:3][CH:2]=1.[CH3:37][Mg]Br. (5) Given the product [C:32]([C:36]1[CH:37]=[C:38]([S:45]([CH3:47])=[O:46])[C:39]([O:43][CH3:44])=[C:40]([NH:41][C:1]([C:4]2[CH:5]=[CH:6][C:7]([CH3:31])=[C:8]([CH:30]=2)[O:9][C:10]2[CH:15]=[CH:14][N:13]=[C:12]([CH2:16][CH:17]3[CH2:18][CH2:19][N:20]([C:23]([O:25][C:26]([CH3:29])([CH3:27])[CH3:28])=[O:24])[CH2:21][CH2:22]3)[CH:11]=2)=[O:2])[CH:42]=1)([CH3:35])([CH3:33])[CH3:34], predict the reactants needed to synthesize it. The reactants are: [C:1]([C:4]1[CH:5]=[CH:6][C:7]([CH3:31])=[C:8]([CH:30]=1)[O:9][C:10]1[CH:15]=[CH:14][N:13]=[C:12]([CH2:16][CH:17]2[CH2:22][CH2:21][N:20]([C:23]([O:25][C:26]([CH3:29])([CH3:28])[CH3:27])=[O:24])[CH2:19][CH2:18]2)[CH:11]=1)(O)=[O:2].[C:32]([C:36]1[CH:37]=[C:38]([S:45]([CH3:47])=[O:46])[C:39]([O:43][CH3:44])=[C:40]([CH:42]=1)[NH2:41])([CH3:35])([CH3:34])[CH3:33].C(N(CC)CC)C. (6) Given the product [Cl:12][C:10]1[CH:11]=[C:6](/[CH:5]=[CH:4]/[C:3]([OH:14])=[O:2])[CH:7]=[N:8][C:9]=1[Cl:13], predict the reactants needed to synthesize it. The reactants are: C[O:2][C:3](=[O:14])/[CH:4]=[CH:5]/[C:6]1[CH:7]=[N:8][C:9]([Cl:13])=[C:10]([Cl:12])[CH:11]=1.[OH-].[Na+].